This data is from Forward reaction prediction with 1.9M reactions from USPTO patents (1976-2016). The task is: Predict the product of the given reaction. (1) Given the reactants C[Si](C)(C)[C:3]1[C:4]([C:12]2[CH:13]=[N:14][CH:15]=[CH:16][CH:17]=2)=[N:5][O:6][C:7]=1[Si:8]([CH3:11])([CH3:10])[CH3:9].[Br:20]Br, predict the reaction product. The product is: [Br:20][C:3]1[C:4]([C:12]2[CH:13]=[N:14][CH:15]=[CH:16][CH:17]=2)=[N:5][O:6][C:7]=1[Si:8]([CH3:11])([CH3:10])[CH3:9]. (2) Given the reactants Cl.N[C:3]1[C:4]([O:13][CH3:14])=[N:5][CH:6]=[C:7]([CH:12]=1)[C:8]([O:10][CH3:11])=[O:9].N([O-])=[O:16].[Na+].F[B-](F)(F)F.[Na+], predict the reaction product. The product is: [OH:16][C:3]1[C:4]([O:13][CH3:14])=[N:5][CH:6]=[C:7]([CH:12]=1)[C:8]([O:10][CH3:11])=[O:9].